This data is from Catalyst prediction with 721,799 reactions and 888 catalyst types from USPTO. The task is: Predict which catalyst facilitates the given reaction. (1) Reactant: [CH:1]1([NH:4][C:5](=[O:30])[C:6]2[CH:11]=[CH:10][C:9]([CH3:12])=[C:8]([C:13]3[CH:14]=[C:15]4[C:20](=[CH:21][CH:22]=3)[C:19]([C:23]3[CH2:24][CH2:25][N:26]([CH3:29])[CH2:27][CH:28]=3)=[N:18][N:17]=[CH:16]4)[CH:7]=2)[CH2:3][CH2:2]1.[H][H]. Product: [CH:1]1([NH:4][C:5](=[O:30])[C:6]2[CH:11]=[CH:10][C:9]([CH3:12])=[C:8]([C:13]3[CH:14]=[C:15]4[C:20](=[CH:21][CH:22]=3)[C:19]([CH:23]3[CH2:24][CH2:25][N:26]([CH3:29])[CH2:27][CH2:28]3)=[N:18][N:17]=[CH:16]4)[CH:7]=2)[CH2:2][CH2:3]1. The catalyst class is: 153. (2) Reactant: ClC(Cl)(O[C:5](=[O:11])OC(Cl)(Cl)Cl)Cl.[Br:13][C:14]1[CH:19]=[CH:18][N:17]=[C:16]([NH:20][NH2:21])[C:15]=1[I:22].C(#N)C.O.C(O)(C(F)(F)F)=O. Product: [Br:13][C:14]1[CH:19]=[CH:18][N:17]2[C:5](=[O:11])[NH:21][N:20]=[C:16]2[C:15]=1[I:22]. The catalyst class is: 1. (3) Reactant: Cl[C:2]1[CH:11]=[C:10]([C:12]2[CH:17]=[CH:16][C:15]([F:18])=[CH:14][CH:13]=2)[C:9]2[C:4](=[CH:5][C:6]([CH2:19][N:20]3[CH:24]=[C:23]([C@@:25]([OH:32])([CH2:30][CH3:31])[C:26]([F:29])([F:28])[F:27])[N:22]=[N:21]3)=[CH:7][CH:8]=2)[N:3]=1.[C:33]1(B(O)O)[CH:38]=[CH:37][CH:36]=[CH:35][CH:34]=1.C(=O)([O-])[O-].[Na+].[Na+]. Product: [F:27][C:26]([F:29])([F:28])[C@:25]([C:23]1[N:22]=[N:21][N:20]([CH2:19][C:6]2[CH:5]=[C:4]3[C:9]([C:10]([C:12]4[CH:17]=[CH:16][C:15]([F:18])=[CH:14][CH:13]=4)=[CH:11][C:2]([C:33]4[CH:38]=[CH:37][CH:36]=[CH:35][CH:34]=4)=[N:3]3)=[CH:8][CH:7]=2)[CH:24]=1)([OH:32])[CH2:30][CH3:31]. The catalyst class is: 104. (4) Reactant: C([O-])([O-])=O.[K+].[K+].[CH2:7]([O:14][C:15]1[CH:20]=[C:19](F)[CH:18]=[CH:17][C:16]=1[N+:22]([O-:24])=[O:23])[C:8]1[CH:13]=[CH:12][CH:11]=[CH:10][CH:9]=1.[C:25]1([OH:31])[CH:30]=[CH:29][CH:28]=[CH:27][CH:26]=1.O. Product: [CH2:7]([O:14][C:15]1[CH:20]=[C:19]([O:31][C:25]2[CH:30]=[CH:29][CH:28]=[CH:27][CH:26]=2)[CH:18]=[CH:17][C:16]=1[N+:22]([O-:24])=[O:23])[C:8]1[CH:13]=[CH:12][CH:11]=[CH:10][CH:9]=1. The catalyst class is: 3. (5) Reactant: [Br:1][C:2]1[CH:17]=[CH:16][C:5]([C:6]([C@@H:8]2[CH2:12][CH2:11][CH2:10][C@H:9]2[C:13]([OH:15])=[O:14])=[O:7])=[CH:4][CH:3]=1.[CH3:18]OC(OC)(C)C.Cl. Product: [Br:1][C:2]1[CH:3]=[CH:4][C:5]([C:6]([C@@H:8]2[CH2:12][CH2:11][CH2:10][C@H:9]2[C:13]([O:15][CH3:18])=[O:14])=[O:7])=[CH:16][CH:17]=1. The catalyst class is: 5. (6) Reactant: [F:1][C:2]1[CH:11]=[C:10]2[C:5]([C:6]([NH:19][C:20]3[CH:21]=[C:22]([CH:26]=[C:27]([N:29]4[CH2:34][CH2:33][O:32][CH2:31][CH2:30]4)[CH:28]=3)[C:23](O)=[O:24])=[C:7]([CH3:18])[C:8]([C:12]3[CH:17]=[CH:16][CH:15]=[CH:14][N:13]=3)=[N:9]2)=[CH:4][CH:3]=1.C(Cl)CCl.[CH2:39]([NH2:41])[CH3:40].C1COCC1. Product: [CH2:39]([NH:41][C:23](=[O:24])[C:22]1[CH:26]=[C:27]([N:29]2[CH2:30][CH2:31][O:32][CH2:33][CH2:34]2)[CH:28]=[C:20]([NH:19][C:6]2[C:5]3[C:10](=[CH:11][C:2]([F:1])=[CH:3][CH:4]=3)[N:9]=[C:8]([C:12]3[CH:17]=[CH:16][CH:15]=[CH:14][N:13]=3)[C:7]=2[CH3:18])[CH:21]=1)[CH3:40]. The catalyst class is: 79. (7) Reactant: [CH:1](=[N:8][C:9]1C=CC=[CH:11][CH:10]=1)[C:2]1[CH:7]=[CH:6][CH:5]=[CH:4][CH:3]=1.NCCC[Si:19]([O:24][CH3:25])([O:22][CH3:23])[O:20][CH3:21].[SiH4]. Product: [C:2]1([CH:1]=[N:8][CH2:9][CH2:10][CH2:11][Si:19]([O:24][CH3:25])([O:22][CH3:23])[O:20][CH3:21])[CH:7]=[CH:6][CH:5]=[CH:4][CH:3]=1. The catalyst class is: 113. (8) Reactant: [C:1]([C:5]1[CH:6]=[CH:7][C:8]([C:11]([F:16])([F:15])[C:12]([OH:14])=O)=[N:9][CH:10]=1)([CH3:4])([CH3:3])[CH3:2].P(Cl)(Cl)(Cl)=O.Cl.[NH2:23][CH2:24][C:25]1[CH:26]=[C:27]2[C:31](=[CH:32][CH:33]=1)[C:30](=[O:34])[N:29]([CH:35]1[CH2:40][CH2:39][C:38](=[O:41])[NH:37][C:36]1=[O:42])[CH2:28]2.C(=O)(O)[O-].[Na+]. Product: [C:1]([C:5]1[CH:6]=[CH:7][C:8]([C:11]([F:16])([F:15])[C:12]([NH:23][CH2:24][C:25]2[CH:26]=[C:27]3[C:31](=[CH:32][CH:33]=2)[C:30](=[O:34])[N:29]([CH:35]2[CH2:40][CH2:39][C:38](=[O:41])[NH:37][C:36]2=[O:42])[CH2:28]3)=[O:14])=[N:9][CH:10]=1)([CH3:2])([CH3:3])[CH3:4]. The catalyst class is: 17.